The task is: Predict the reactants needed to synthesize the given product.. This data is from Full USPTO retrosynthesis dataset with 1.9M reactions from patents (1976-2016). (1) Given the product [Br:11][C:12]1[CH:13]=[N:14][C:15]([O:3][CH2:4][CH2:5][N:6]2[CH2:10][CH2:9][CH2:8][CH2:7]2)=[N:16][CH:17]=1, predict the reactants needed to synthesize it. The reactants are: [H-].[Na+].[OH:3][CH2:4][CH2:5][N:6]1[CH2:10][CH2:9][CH2:8][CH2:7]1.[Br:11][C:12]1[CH:13]=[N:14][C:15](Cl)=[N:16][CH:17]=1.O. (2) Given the product [C:22]([CH2:24][C:25]1([N:1]2[CH2:2][CH:3]([CH2:5][N:6]([C@@H:13]3[CH2:15][C@H:14]3[C:16]3[CH:21]=[CH:20][CH:19]=[CH:18][CH:17]=3)[C:7](=[O:12])[C:8]([F:11])([F:10])[F:9])[CH2:4]2)[CH2:28][N:27]([C:29]([O:31][C:32]([CH3:35])([CH3:34])[CH3:33])=[O:30])[CH2:26]1)#[N:23], predict the reactants needed to synthesize it. The reactants are: [NH:1]1[CH2:4][CH:3]([CH2:5][N:6]([C@@H:13]2[CH2:15][C@H:14]2[C:16]2[CH:21]=[CH:20][CH:19]=[CH:18][CH:17]=2)[C:7](=[O:12])[C:8]([F:11])([F:10])[F:9])[CH2:2]1.[C:22]([CH:24]=[C:25]1[CH2:28][N:27]([C:29]([O:31][C:32]([CH3:35])([CH3:34])[CH3:33])=[O:30])[CH2:26]1)#[N:23].C1CCN2C(=NCCC2)CC1. (3) Given the product [C:1]([N:8]1[CH2:12][C@@H:11]([N:13]([C:22](=[O:24])[CH3:23])[CH:14]2[CH2:19][CH2:18][C:17]([CH3:21])([CH3:20])[CH2:16][CH2:15]2)[CH2:10][C@H:9]1[C:25]([OH:27])=[O:26])([O:3][C:4]([CH3:7])([CH3:6])[CH3:5])=[O:2], predict the reactants needed to synthesize it. The reactants are: [C:1]([N:8]1[CH2:12][C@@H:11]([N:13]([C:22](=[O:24])[CH3:23])[CH:14]2[CH2:19][CH2:18][C:17]([CH3:21])([CH3:20])[CH2:16][CH2:15]2)[CH2:10][C@H:9]1[C:25]([O:27]C)=[O:26])([O:3][C:4]([CH3:7])([CH3:6])[CH3:5])=[O:2].[Li+].[OH-]. (4) Given the product [C:17]1([CH3:20])[CH:18]=[CH:19][C:14]([S:11]([N:8]2[C:5]3=[N:6][CH:7]=[C:2]([CH:21]=[CH2:22])[CH:3]=[C:4]3[CH:10]=[CH:9]2)(=[O:13])=[O:12])=[CH:15][CH:16]=1, predict the reactants needed to synthesize it. The reactants are: Br[C:2]1[CH:3]=[C:4]2[CH:10]=[CH:9][N:8]([S:11]([C:14]3[CH:19]=[CH:18][C:17]([CH3:20])=[CH:16][CH:15]=3)(=[O:13])=[O:12])[C:5]2=[N:6][CH:7]=1.[CH2:21](OB(C=C)OCCCC)[CH2:22]CC.C(=O)([O-])[O-].[K+].[K+].O.